Dataset: Forward reaction prediction with 1.9M reactions from USPTO patents (1976-2016). Task: Predict the product of the given reaction. (1) Given the reactants [NH2:1][C:2](=[O:43])[CH2:3][C:4]1[CH:42]=[CH:41][CH:40]=[CH:39][C:5]=1[CH2:6][CH2:7][C:8]1[C:13]([C:14]([F:17])([F:16])[F:15])=[CH:12][N:11]=[C:10]([NH:18][C:19]2[CH:24]=[CH:23][C:22]([CH:25]3[CH2:30][CH2:29][N:28](C(OC(C)(C)C)=O)[CH2:27][CH2:26]3)=[CH:21][C:20]=2[F:38])[N:9]=1.C(O)(C(F)(F)F)=O.C(Cl)Cl, predict the reaction product. The product is: [F:38][C:20]1[CH:21]=[C:22]([CH:25]2[CH2:30][CH2:29][NH:28][CH2:27][CH2:26]2)[CH:23]=[CH:24][C:19]=1[NH:18][C:10]1[N:9]=[C:8]([CH2:7][CH2:6][C:5]2[CH:39]=[CH:40][CH:41]=[CH:42][C:4]=2[CH2:3][C:2]([NH2:1])=[O:43])[C:13]([C:14]([F:16])([F:15])[F:17])=[CH:12][N:11]=1. (2) The product is: [C:29]([O:28][C:26]([NH:25][CH:15]1[C:14](=[O:33])[N:13]2[CH:9]([CH2:10][CH:11]([O:34][Si:35]([C:38]([CH3:40])([CH3:39])[CH3:41])([CH3:37])[CH3:36])[CH2:12]2)[C:8](=[O:42])[NH:7][C:6]2([C:4]([OH:5])=[O:3])[CH:23]([CH2:24]2)[CH:22]=[CH:21][CH2:20][CH2:19][CH2:18][CH2:17][CH2:16]1)=[O:27])([CH3:30])([CH3:31])[CH3:32]. Given the reactants C([O:3][C:4]([C:6]12[CH2:24][CH:23]1[CH:22]=[CH:21][CH2:20][CH2:19][CH2:18][CH2:17][CH2:16][CH:15]([NH:25][C:26]([O:28][C:29]([CH3:32])([CH3:31])[CH3:30])=[O:27])[C:14](=[O:33])[N:13]1[CH:9]([CH2:10][CH:11]([O:34][Si:35]([C:38]([CH3:41])([CH3:40])[CH3:39])([CH3:37])[CH3:36])[CH2:12]1)[C:8](=[O:42])[NH:7]2)=[O:5])C.C1COCC1.CO.O.[OH-].[Li+], predict the reaction product. (3) Given the reactants [Cl:1][C:2]1[C:9]([O:10][CH3:11])=[CH:8][C:5]([CH:6]=[O:7])=[CH:4][C:3]=1[O:12][CH3:13].[CH3:14][Mg]Br.[Cl-].[NH4+], predict the reaction product. The product is: [Cl:1][C:2]1[C:9]([O:10][CH3:11])=[CH:8][C:5]([CH:6]([OH:7])[CH3:14])=[CH:4][C:3]=1[O:12][CH3:13].